Dataset: Full USPTO retrosynthesis dataset with 1.9M reactions from patents (1976-2016). Task: Predict the reactants needed to synthesize the given product. (1) Given the product [CH3:1][O:2][C:3]1[CH:4]=[C:5]([CH:23]=[CH:24][CH:25]=1)[NH:6][C:7]1[CH:12]=[C:11]([C:13]([F:14])([F:16])[F:15])[N:10]=[C:9]([CH:17]2[CH2:22][CH2:21][CH2:20][CH2:19][NH:18]2)[N:8]=1, predict the reactants needed to synthesize it. The reactants are: [CH3:1][O:2][C:3]1[CH:4]=[C:5]([CH:23]=[CH:24][CH:25]=1)[NH:6][C:7]1[CH:12]=[C:11]([C:13]([F:16])([F:15])[F:14])[N:10]=[C:9]([C:17]2[CH:22]=[CH:21][CH:20]=[CH:19][N:18]=2)[N:8]=1.Cl. (2) Given the product [CH3:22][O:21][C:18]1[CH:17]=[CH:16][C:15]([S:14][C:5]([CH3:13])([CH2:6][C:7]2[CH:12]=[CH:11][CH:10]=[CH:9][CH:8]=2)[C:4]([OH:23])=[O:3])=[CH:20][CH:19]=1, predict the reactants needed to synthesize it. The reactants are: C([O:3][C:4](=[O:23])[C:5]([S:14][C:15]1[CH:20]=[CH:19][C:18]([O:21][CH3:22])=[CH:17][CH:16]=1)([CH3:13])[CH2:6][C:7]1[CH:12]=[CH:11][CH:10]=[CH:9][CH:8]=1)C.[OH-].[Na+].